This data is from Catalyst prediction with 721,799 reactions and 888 catalyst types from USPTO. The task is: Predict which catalyst facilitates the given reaction. (1) Reactant: Br[CH:2]1[CH2:7][CH2:6][N:5]([C:8]([O:10][CH2:11][C:12]2[CH:17]=[CH:16][CH:15]=[CH:14][CH:13]=2)=[O:9])[CH2:4][CH2:3]1.[C:18]([O-:21])(=[S:20])[CH3:19].[K+].C(OCC1C=CC=CC=1)(=S)C.N1(C(OCC2C=CC=CC=2)=O)CC=CCC1. Product: [C:18]([S:20][CH:2]1[CH2:7][CH2:6][N:5]([C:8]([O:10][CH2:11][C:12]2[CH:17]=[CH:16][CH:15]=[CH:14][CH:13]=2)=[O:9])[CH2:4][CH2:3]1)(=[O:21])[CH3:19]. The catalyst class is: 248. (2) Reactant: COC1C=C(OC)C=CC=1C[N:6]([C:36]1[CH:41]=[CH:40][N:39]=[CH:38][N:37]=1)[S:7]([C:10]1[C:15]([F:16])=[CH:14][C:13]([O:17][C@H:18]2[CH2:23][CH2:22][CH2:21][CH2:20][C@@H:19]2[C:24]2[CH:25]=[N:26][N:27](C3CCCCO3)[CH:28]=2)=[CH:12][C:11]=1[F:35])(=[O:9])=[O:8].C([SiH](CC)CC)C.FC(F)(F)C(O)=O.ClCCl. Product: [F:35][C:11]1[CH:12]=[C:13]([O:17][C@H:18]2[CH2:23][CH2:22][CH2:21][CH2:20][C@@H:19]2[C:24]2[CH:25]=[N:26][NH:27][CH:28]=2)[CH:14]=[C:15]([F:16])[C:10]=1[S:7]([NH:6][C:36]1[CH:41]=[CH:40][N:39]=[CH:38][N:37]=1)(=[O:8])=[O:9]. The catalyst class is: 5. (3) Reactant: O1CCCC1.[F:6][C:7]1[CH:8]=[C:9]([CH2:22][C:23](Cl)=[N:24][OH:25])[CH:10]=[CH:11][C:12]=1[O:13][CH2:14][C:15]1[CH:20]=[CH:19][C:18]([F:21])=[CH:17][N:16]=1.[C:27]([C:29]1[C:30]([NH2:36])=[N:31][C:32]([NH2:35])=[CH:33][CH:34]=1)#[CH:28].C(N(CC)CC)C. Product: [F:6][C:7]1[CH:8]=[C:9]([CH:10]=[CH:11][C:12]=1[O:13][CH2:14][C:15]1[CH:20]=[CH:19][C:18]([F:21])=[CH:17][N:16]=1)[CH2:22][C:23]1[CH:28]=[C:27]([C:29]2[C:30]([NH2:36])=[N:31][C:32]([NH2:35])=[CH:33][CH:34]=2)[O:25][N:24]=1. The catalyst class is: 6. (4) Reactant: [C:1]([O:5][C:6](=[O:61])[CH2:7][N:8]([CH2:53][C:54](=[O:60])[O:55][C:56]([CH3:59])([CH3:58])[CH3:57])[C:9](=[O:52])[CH2:10][N:11]1[CH:15]=[CH:14][N:13]=[C:12]1[CH2:16][N:17]([CH2:26][C:27]1[N:28]([CH2:32][C:33](=[O:51])[N:34]([CH2:43][C:44](=[O:50])[O:45][C:46]([CH3:49])([CH3:48])[CH3:47])[CH2:35][C:36](=[O:42])[O:37][C:38]([CH3:41])([CH3:40])[CH3:39])[CH:29]=[CH:30][N:31]=1)[CH2:18][CH2:19][CH2:20][CH2:21][CH2:22][C:23]([OH:25])=[O:24])([CH3:4])([CH3:3])[CH3:2].[NH:62]1CCCCC1. Product: [NH2:62][C@@H:22]([CH2:21][CH2:20][CH2:19][CH2:18][N:17]([CH2:26][C:27]1[N:28]([CH2:32][C:33]([N:34]([CH2:43][C:44]([O:45][C:46]([CH3:47])([CH3:48])[CH3:49])=[O:50])[CH2:35][C:36](=[O:42])[O:37][C:38]([CH3:39])([CH3:40])[CH3:41])=[O:51])[CH:29]=[CH:30][N:31]=1)[CH2:16][C:12]1[N:11]([CH2:10][C:9](=[O:52])[N:8]([CH2:7][C:6](=[O:61])[O:5][C:1]([CH3:2])([CH3:3])[CH3:4])[CH2:53][C:54](=[O:60])[O:55][C:56]([CH3:59])([CH3:58])[CH3:57])[CH:15]=[CH:14][N:13]=1)[C:23]([OH:25])=[O:24]. The catalyst class is: 3. (5) Reactant: [Br:1][C:2]1[C:3]([Cl:22])=[CH:4][C:5](F)=[C:6]([CH:20]=1)[C:7]([NH:9][C:10]1[CH:15]=[CH:14][CH:13]=[C:12]([S:16](=[O:19])(=[O:18])[NH2:17])[CH:11]=1)=[O:8].[F:23][C:24]1[CH:29]=[CH:28][C:27]([OH:30])=[CH:26][CH:25]=1.C(=O)([O-])[O-].[Cs+].[Cs+]. Product: [Br:1][C:2]1[C:3]([Cl:22])=[CH:4][C:5]([O:30][C:27]2[CH:28]=[CH:29][C:24]([F:23])=[CH:25][CH:26]=2)=[C:6]([CH:20]=1)[C:7]([NH:9][C:10]1[CH:15]=[CH:14][CH:13]=[C:12]([S:16](=[O:19])(=[O:18])[NH2:17])[CH:11]=1)=[O:8]. The catalyst class is: 9. (6) Reactant: [CH3:1]CCP(=O)=O.[C:7]([O:11][C:12]([N:14]1[CH2:18][CH:17]2[CH2:19][CH2:20][CH2:21][CH:16]2[C@H:15]1[C:22]([OH:24])=O)=[O:13])([CH3:10])([CH3:9])[CH3:8].C([N:28]([CH:31]([CH3:33])C)[CH2:29][CH3:30])(C)C.[CH3:34][N:35](C=O)C. Product: [C:7]([O:11][C:12]([N:14]1[CH2:18][CH:17]2[CH2:19][CH2:20][CH2:21][CH:16]2[C@H:15]1[C:22](=[O:24])[NH:35][CH2:34][C:33]1[CH:31]=[N:28][CH:29]=[CH:30][CH:1]=1)=[O:13])([CH3:8])([CH3:9])[CH3:10]. The catalyst class is: 143. (7) Reactant: [F:1][C:2]([F:13])([F:12])[C:3]([NH:5][CH2:6][CH:7]1[CH2:11][CH2:10][NH:9][CH2:8]1)=[O:4].[C:14](O[C:14]([O:16][C:17]([CH3:20])([CH3:19])[CH3:18])=[O:15])([O:16][C:17]([CH3:20])([CH3:19])[CH3:18])=[O:15]. Product: [F:13][C:2]([F:1])([F:12])[C:3]([NH:5][CH2:6][CH:7]1[CH2:11][CH2:10][N:9]([C:14]([O:16][C:17]([CH3:20])([CH3:19])[CH3:18])=[O:15])[CH2:8]1)=[O:4]. The catalyst class is: 5.